This data is from Forward reaction prediction with 1.9M reactions from USPTO patents (1976-2016). The task is: Predict the product of the given reaction. (1) Given the reactants [C:30]1(P([C:22]2[C:31]3[C:26](=[CH:27][CH:28]=[CH:29][CH:30]=3)[CH:25]=[CH:24][CH:23]=2)[C:30]2[C:31]3[C:26](=[CH:25][CH:24]=[CH:23][CH:22]=3)[CH:27]=[CH:28][CH:29]=2)[C:31]2[C:26](=[CH:25][CH:24]=[CH:23][CH:22]=2)[CH:27]=[CH:28][CH:29]=1.[Br:32][CH2:33]C(OCCCCBr)=O.P([O-])([O-])([O-])=O.[K+].[K+].[K+].C1(B(O)[OH:57])C=CC=CC=1.C1[CH2:63][O:62]CC1, predict the reaction product. The product is: [Br:32][CH2:33][CH2:27][CH2:28][CH2:29][CH:30]([C:31]1[CH:22]=[CH:23][CH:24]=[CH:25][CH:26]=1)[C:63]([OH:62])=[O:57]. (2) Given the reactants Br[C:2]1[CH:14]=[C:13]2[C:5]([C:6]3[CH:7]=[CH:8][CH:9]=[C:10]([Si]([C:14]4[C:13]5[C:12](CCCCCCCC)(CCCCCCCC)[C:11]6[C:6](=[CH:7][CH:8]=[C:9](Br)[CH:10]=6)[C:5]=5[CH:4]=[CH:3][CH:2]=4)(C4C=CC=CC=4)C4C=CC=CC=4)[C:11]=3[C:12]2(CCCCCCCC)CCCCCCCC)=[CH:4][CH:3]=1.C(C1(CCCCCCCC)C2C=CC=CC=2C2C1=CC=CC=2)CCCCCCC.[B].C(=O)([O-])[O-].[K+].[K+], predict the reaction product. The product is: [CH:14]1[C:13]2[CH2:12][C:11]3[C:6](=[CH:7][CH:8]=[CH:9][CH:10]=3)[C:5]=2[CH:4]=[CH:3][CH:2]=1. (3) Given the reactants [C:1]([CH2:7][C:8]#[N:9])(=O)[C:2]([CH3:5])([CH3:4])[CH3:3].Cl.Cl.[Cl:12][C:13]1[CH:21]=[CH:20][C:16]([CH2:17][NH:18][NH2:19])=[CH:15][CH:14]=1.C(O)C, predict the reaction product. The product is: [NH2:9][C:8]1[N:18]([CH2:17][C:16]2[CH:20]=[CH:21][C:13]([Cl:12])=[CH:14][CH:15]=2)[N:19]=[C:1]([C:2]([CH3:5])([CH3:4])[CH3:3])[CH:7]=1. (4) Given the reactants [CH:1]([O:4][C:5]([N:7]1[CH2:12][CH2:11][CH:10]([CH:13]2[CH2:17][C:16]3[CH:18]=[C:19]([C:22]4[CH:27]=[CH:26][C:25]([S:28][CH3:29])=[CH:24][C:23]=4[CH3:30])[CH:20]=[CH:21][C:15]=3[O:14]2)[CH2:9][CH2:8]1)=[O:6])([CH3:3])[CH3:2].OO.FC(F)(F)C([OH:40])C(F)(F)F, predict the reaction product. The product is: [CH:1]([O:4][C:5]([N:7]1[CH2:8][CH2:9][CH:10]([CH:13]2[CH2:17][C:16]3[CH:18]=[C:19]([C:22]4[CH:27]=[CH:26][C:25]([S:28]([CH3:29])=[O:40])=[CH:24][C:23]=4[CH3:30])[CH:20]=[CH:21][C:15]=3[O:14]2)[CH2:11][CH2:12]1)=[O:6])([CH3:3])[CH3:2]. (5) Given the reactants Br[C:2]1[C:11]([N:12]([CH:14]2[CH2:18][CH2:17][CH2:16][CH2:15]2)[CH3:13])=[CH:10][CH:9]=[CH:8][C:3]=1[C:4]([O:6][CH3:7])=[O:5].[CH3:19][C:20]1(C)C(C)(C)OB(C=C)O1.C([O-])([O-])=O.[Na+].[Na+], predict the reaction product. The product is: [CH:14]1([N:12]([CH3:13])[C:11]2[C:2]([CH:19]=[CH2:20])=[C:3]([CH:8]=[CH:9][CH:10]=2)[C:4]([O:6][CH3:7])=[O:5])[CH2:18][CH2:17][CH2:16][CH2:15]1. (6) Given the reactants C(=O)([O-])[O-].[Cs+].[Cs+].[F:7][C:8]1[CH:13]=[CH:12][C:11]([N:14]2[CH2:19][CH2:18][NH:17][CH2:16][CH2:15]2)=[CH:10][CH:9]=1.Br[C:21]1[CH:22]=[CH:23][C:24]([CH2:27][C@@H:28]([C:40]([O:42]C)=[O:41])[NH:29][C:30](=[O:39])[C:31]2[C:36]([Cl:37])=[CH:35][CH:34]=[CH:33][C:32]=2[Cl:38])=[N:25][CH:26]=1.[Li+].[OH-], predict the reaction product. The product is: [Cl:38][C:32]1[CH:33]=[CH:34][CH:35]=[C:36]([Cl:37])[C:31]=1[C:30]([NH:29][C@H:28]([C:40]([OH:42])=[O:41])[CH2:27][C:24]1[CH:23]=[CH:22][C:21]([N:17]2[CH2:18][CH2:19][N:14]([C:11]3[CH:10]=[CH:9][C:8]([F:7])=[CH:13][CH:12]=3)[CH2:15][CH2:16]2)=[CH:26][N:25]=1)=[O:39]. (7) Given the reactants [ClH:1].[CH2:2]([O:4][C:5]([C:7]1([NH:10]C(OC(C)(C)C)=O)[CH2:9][CH2:8]1)=[O:6])[CH3:3], predict the reaction product. The product is: [Cl-:1].[CH2:2]([O:4][C:5]([C:7]1([NH3+:10])[CH2:9][CH2:8]1)=[O:6])[CH3:3].